From a dataset of Forward reaction prediction with 1.9M reactions from USPTO patents (1976-2016). Predict the product of the given reaction. (1) Given the reactants [C:1]1([CH:8]=[CH:7][CH:6]=[C:4]([OH:5])[CH:3]=1)[OH:2].[O:9]1[CH2:14][CH2:13][C:12](=[CH:15][C:16](O)=[O:17])[CH2:11][CH2:10]1.OC1C=C(O)C=C2C=1C(=O)CC(C)(C)O2, predict the reaction product. The product is: [OH:2][C:1]1[CH:3]=[C:4]2[C:6]([C:16](=[O:17])[CH2:15][C:12]3([O:5]2)[CH2:13][CH2:14][O:9][CH2:10][CH2:11]3)=[CH:7][CH:8]=1. (2) The product is: [CH3:9][O:8][C:5]1[CH:6]=[CH:7][C:2]([Si:10]([CH3:13])([CH3:12])[CH3:11])=[CH:3][CH:4]=1. Given the reactants Br[C:2]1[CH:7]=[CH:6][C:5]([O:8][CH3:9])=[CH:4][CH:3]=1.[Si:10](Cl)([CH3:13])([CH3:12])[CH3:11].[Li]CCCC.O, predict the reaction product. (3) Given the reactants [CH3:1][C:2]1[NH:3][C:4]2[C:9]([CH:10]=1)=[CH:8][C:7]([NH2:11])=[CH:6][CH:5]=2.C([O:16][C:17]([NH:19][CH2:20][CH2:21][CH2:22][C@H:23]([NH:27][C:28]([O:30][CH2:31][CH:32]1[C:44]2[CH:43]=[CH:42][CH:41]=[CH:40][C:39]=2[C:38]2[C:33]1=[CH:34][CH:35]=[CH:36][CH:37]=2)=[O:29])[C:24](O)=[O:25])=O)(C)(C)C.C(O[C:50]([NH:52]CC(O)=O)=O)(C)(C)C, predict the reaction product. The product is: [CH:39]1[C:44]2[CH:32]([CH2:31][O:30][C:28](=[O:29])[NH:27][C@H:23]([C:24](=[O:25])[NH:11][C:7]3[CH:8]=[C:9]4[C:4](=[CH:5][CH:6]=3)[NH:3][C:2]([CH3:1])=[CH:10]4)[CH2:22][CH2:21][CH2:20][NH:19][C:17](=[O:16])[CH2:50][NH2:52])[C:33]3[C:38](=[CH:37][CH:36]=[CH:35][CH:34]=3)[C:43]=2[CH:42]=[CH:41][CH:40]=1. (4) Given the reactants [CH3:1][O:2][C:3](=[CH:8][C:9]1[CH:14]=[CH:13][C:12]([N+:15]([O-:17])=[O:16])=[CH:11][CH:10]=1)[C:4]([O:6]C)=[O:5].[OH-].[Na+].Cl, predict the reaction product. The product is: [CH3:1][O:2][C:3](=[CH:8][C:9]1[CH:14]=[CH:13][C:12]([N+:15]([O-:17])=[O:16])=[CH:11][CH:10]=1)[C:4]([OH:6])=[O:5].